This data is from Full USPTO retrosynthesis dataset with 1.9M reactions from patents (1976-2016). The task is: Predict the reactants needed to synthesize the given product. (1) Given the product [F:1][CH:2]([F:10])[C:3]1[C:4]([CH3:9])=[N+:5]([O-:19])[CH:6]=[CH:7][CH:8]=1, predict the reactants needed to synthesize it. The reactants are: [F:1][CH:2]([F:10])[C:3]1[C:4]([CH3:9])=[N:5][CH:6]=[CH:7][CH:8]=1.ClC1C=CC=C(C(OO)=[O:19])C=1. (2) Given the product [CH3:3][CH:2]([S:4]([NH:7][CH2:8][CH2:9][C:10]1[CH:15]=[CH:14][C:13]([NH:16][CH2:24][CH2:25][NH:26][S:27]([CH:30]([CH3:32])[CH3:31])(=[O:28])=[O:29])=[CH:12][CH:11]=1)(=[O:6])=[O:5])[CH3:1], predict the reactants needed to synthesize it. The reactants are: [CH3:1][CH:2]([S:4]([NH:7][CH2:8][CH2:9][C:10]1[CH:15]=[CH:14][C:13]([N:16]([CH2:24][CH2:25][NH:26][S:27]([CH:30]([CH3:32])[CH3:31])(=[O:29])=[O:28])CC2C=CC=CC=2)=[CH:12][CH:11]=1)(=[O:6])=[O:5])[CH3:3].C([O-])=O.[NH4+]. (3) Given the product [Br:22][C:23]([CH3:28])([CH3:27])[C:24]([N:11]([CH:2]1[CH:3]2[CH2:9][CH:7]3[CH2:6][CH:5]([CH2:10][CH:1]1[CH2:8]3)[CH2:4]2)[NH:12][C:13]1[CH:18]=[CH:17][C:16]([N+:19]([O-:21])=[O:20])=[CH:15][CH:14]=1)=[O:25], predict the reactants needed to synthesize it. The reactants are: [CH:1]12[CH2:10][CH:5]3[CH2:6][CH:7]([CH2:9][CH:3]([CH2:4]3)[CH:2]1[NH:11][NH:12][C:13]1[CH:18]=[CH:17][C:16]([N+:19]([O-:21])=[O:20])=[CH:15][CH:14]=1)[CH2:8]2.[Br:22][C:23]([CH3:28])([CH3:27])[C:24](Br)=[O:25]. (4) Given the product [F:25][C:26]1[CH:39]=[CH:38][C:29]([CH2:30][NH:31][C:18]([C:10]2[S:11][C:12]3=[N:13][CH:14]=[CH:15][CH:16]=[C:17]3[C:9]=2[C:6]2[CH:5]=[CH:4][C:3]([F:2])=[CH:8][CH:7]=2)=[O:20])=[CH:28][CH:27]=1, predict the reactants needed to synthesize it. The reactants are: Cl.[F:2][C:3]1[CH:8]=[CH:7][C:6]([C:9]2[C:17]3[C:12](=[N:13][CH:14]=[CH:15][CH:16]=3)[S:11][C:10]=2[C:18]([OH:20])=O)=[CH:5][CH:4]=1.C(Cl)CCl.[F:25][C:26]1[CH:39]=[CH:38][C:29]([CH2:30][NH:31]C2C=CC=CC=2)=[CH:28][CH:27]=1. (5) Given the product [CH3:13][O:12][C:3]1[CH:4]=[C:5]([CH:10]=[CH:11][C:2]=1[O:1][CH2:23][C:22]([CH3:24])=[CH2:21])[C:6]([O:8][CH3:9])=[O:7], predict the reactants needed to synthesize it. The reactants are: [OH:1][C:2]1[CH:11]=[CH:10][C:5]([C:6]([O:8][CH3:9])=[O:7])=[CH:4][C:3]=1[O:12][CH3:13].C([O-])([O-])=O.[K+].[K+].Cl[CH2:21][C:22]([CH3:24])=[CH2:23]. (6) Given the product [CH:24]1([CH2:23][N:22]([CH2:27][CH:28]2[CH2:30][CH2:29]2)[C:21]2[N:20]=[C:19]3[N:31]([C:35]([CH3:38])([CH3:37])[CH3:36])[N:32]=[C:33]([CH3:34])[C:18]3=[CH:17][C:16]=2[CH2:15][N:7]([CH2:6][C:5]2[CH:4]=[C:3]([C:2]([F:47])([F:46])[F:1])[CH:41]=[C:40]([C:42]([F:45])([F:44])[F:43])[CH:39]=2)[C:8]2[N:13]=[CH:12][C:11]([N:48]3[CH2:52][CH2:53][CH2:54][C:49]3=[O:57])=[CH:10][N:9]=2)[CH2:26][CH2:25]1, predict the reactants needed to synthesize it. The reactants are: [F:1][C:2]([F:47])([F:46])[C:3]1[CH:4]=[C:5]([CH:39]=[C:40]([C:42]([F:45])([F:44])[F:43])[CH:41]=1)[CH2:6][N:7]([CH2:15][C:16]1[CH:17]=[C:18]2[C:33]([CH3:34])=[N:32][N:31]([C:35]([CH3:38])([CH3:37])[CH3:36])[C:19]2=[N:20][C:21]=1[N:22]([CH2:27][CH:28]1[CH2:30][CH2:29]1)[CH2:23][CH:24]1[CH2:26][CH2:25]1)[C:8]1[N:13]=[CH:12][C:11](Br)=[CH:10][N:9]=1.[NH2:48][C@@H:49]1[CH2:54][CH2:53][CH2:52]C[C@H]1N.C([O-])([O-])=[O:57].[K+].[K+]. (7) Given the product [CH3:14][C:12]1[CH:11]=[C:10]([C:15]2[CH:20]=[CH:19][C:18]([C:21]([F:24])([F:23])[F:22])=[C:17]([CH3:25])[CH:16]=2)[N:9]=[C:8]([C:4]2[CH:3]=[C:2]([C:30]3[CH:31]=[CH:32][C:27]([NH2:26])=[N:28][CH:29]=3)[CH:7]=[CH:6][CH:5]=2)[N:13]=1, predict the reactants needed to synthesize it. The reactants are: Br[C:2]1[CH:3]=[C:4]([C:8]2[N:13]=[C:12]([CH3:14])[CH:11]=[C:10]([C:15]3[CH:20]=[CH:19][C:18]([C:21]([F:24])([F:23])[F:22])=[C:17]([CH3:25])[CH:16]=3)[N:9]=2)[CH:5]=[CH:6][CH:7]=1.[NH2:26][C:27]1[CH:32]=[CH:31][C:30](B2OC(C)(C)C(C)(C)O2)=[CH:29][N:28]=1.